From a dataset of Catalyst prediction with 721,799 reactions and 888 catalyst types from USPTO. Predict which catalyst facilitates the given reaction. (1) Reactant: [F:1][C:2]([C:5]1[CH:6]=[C:7]([CH2:17][O:18][C:19]2[CH:24]=[CH:23][C:22]([CH2:25][CH2:26][C:27]([O:29]CC)=[O:28])=[C:21]([CH3:32])[C:20]=2[CH3:33])[C:8]2[O:12][C:11]([CH2:13][CH2:14][CH3:15])=[CH:10][C:9]=2[CH:16]=1)([F:4])[CH3:3].[Li+].[OH-].O1CCCC1. Product: [F:1][C:2]([C:5]1[CH:6]=[C:7]([CH2:17][O:18][C:19]2[CH:24]=[CH:23][C:22]([CH2:25][CH2:26][C:27]([OH:29])=[O:28])=[C:21]([CH3:32])[C:20]=2[CH3:33])[C:8]2[O:12][C:11]([CH2:13][CH2:14][CH3:15])=[CH:10][C:9]=2[CH:16]=1)([F:4])[CH3:3]. The catalyst class is: 6. (2) Reactant: [Cl:1][C:2]1[C:7]([C:8]2[CH:9]=[C:10]3[C:14](=[CH:15][CH:16]=2)[NH:13][N:12]=[CH:11]3)=[CH:6][CH:5]=[CH:4][N:3]=1.Br[C:18]1C=C2C(=CC=1C)N(C(OC(C)(C)C)=O)N=C2.ClC1C(B2OC(C)(C)C(C)(C)O2)=CC=CN=1.C([O-])([O-])=O.[Na+].[Na+]. Product: [Cl:1][C:2]1[C:7]([C:8]2[CH:9]=[C:10]3[C:14](=[C:15]([CH3:18])[CH:16]=2)[NH:13][N:12]=[CH:11]3)=[CH:6][CH:5]=[CH:4][N:3]=1. The catalyst class is: 77. (3) Reactant: Br[C:2]1[N:9]=[C:8]([NH2:10])[CH:7]=[C:6]([NH2:11])[C:3]=1[C:4]#[N:5].[C:12]1(C)[CH:17]=CC=C[C:13]=1P(C1C=CC=CC=1C)C1C=CC=CC=1C. Product: [NH2:11][C:6]1[C:3]([C:4]#[N:5])=[C:2]([CH2:13][CH2:12][CH3:17])[N:9]=[C:8]([NH2:10])[CH:7]=1. The catalyst class is: 826.